From a dataset of Full USPTO retrosynthesis dataset with 1.9M reactions from patents (1976-2016). Predict the reactants needed to synthesize the given product. (1) Given the product [NH2:8][C:6]1[CH:7]=[C:2]2[C:3]([CH2:9][CH2:10][C:11](=[O:13])[NH:1]2)=[CH:4][CH:5]=1, predict the reactants needed to synthesize it. The reactants are: [NH2:1][C:2]1[CH:7]=[C:6]([NH2:8])[CH:5]=[CH:4][C:3]=1[CH2:9][CH2:10][C:11]([O:13]CC)=O. (2) Given the product [C:1]([O:5][C:6](=[O:48])[CH2:7][CH2:8][CH2:9][CH2:10][CH2:11][CH2:12][CH2:13][CH2:14][CH2:15][CH2:16][CH2:17][CH2:18][CH2:19][CH2:20][CH2:21][CH2:22][NH:23][C:24](=[O:47])[CH2:25][CH2:26][N:27]([C:28]([O:30][C:31]([CH3:34])([CH3:33])[CH3:32])=[O:29])[CH2:35][CH2:36][C:37]([OH:39])=[O:38])([CH3:4])([CH3:2])[CH3:3], predict the reactants needed to synthesize it. The reactants are: [C:1]([O:5][C:6](=[O:48])[CH2:7][CH2:8][CH2:9][CH2:10][CH2:11][CH2:12][CH2:13][CH2:14][CH2:15][CH2:16][CH2:17][CH2:18][CH2:19][CH2:20][CH2:21][CH2:22][NH:23][C:24](=[O:47])[CH2:25][CH2:26][N:27]([CH2:35][CH2:36][C:37]([O:39]CC1C=CC=CC=1)=[O:38])[C:28]([O:30][C:31]([CH3:34])([CH3:33])[CH3:32])=[O:29])([CH3:4])([CH3:3])[CH3:2]. (3) Given the product [F:1][C:2]([F:38])([F:37])[C:3]1[CH:4]=[C:5]([C@H:13]2[O:17][C:16](=[O:18])[N:15]([CH2:19][C:20]3[CH:25]=[C:24]([C:26]([F:29])([F:28])[F:27])[CH:23]=[CH:22][C:21]=3[C:30]3[S:31][CH:32]=[C:33]([C:49]4[CH:48]=[CH:47][C:42]([C:43]([O:45][CH3:46])=[O:44])=[CH:41][C:40]=4[CH3:39])[N:34]=3)[C@H:14]2[CH3:36])[CH:6]=[C:7]([C:9]([F:12])([F:11])[F:10])[CH:8]=1, predict the reactants needed to synthesize it. The reactants are: [F:1][C:2]([F:38])([F:37])[C:3]1[CH:4]=[C:5]([C@H:13]2[O:17][C:16](=[O:18])[N:15]([CH2:19][C:20]3[CH:25]=[C:24]([C:26]([F:29])([F:28])[F:27])[CH:23]=[CH:22][C:21]=3[C:30]3[S:31][CH:32]=[C:33](Br)[N:34]=3)[C@H:14]2[CH3:36])[CH:6]=[C:7]([C:9]([F:12])([F:11])[F:10])[CH:8]=1.[CH3:39][C:40]1[CH:41]=[C:42]([CH:47]=[CH:48][C:49]=1B1OC(C)(C)C(C)(C)O1)[C:43]([O:45][CH3:46])=[O:44].C([O-])([O-])=O.[K+].[K+]. (4) Given the product [Si:5]([O:8][C:9]1[C:10]([F:17])=[C:11]([CH:12]=[C:13]([CH2:15][CH3:16])[CH:14]=1)[CH:38]=[O:39])([C:1]([CH3:4])([CH3:3])[CH3:2])([CH3:7])[CH3:6], predict the reactants needed to synthesize it. The reactants are: [C:1]([Si:5]([O:8][C:9]1[CH:14]=[C:13]([CH2:15][CH3:16])[CH:12]=[CH:11][C:10]=1[F:17])([CH3:7])[CH3:6])([CH3:4])([CH3:3])[CH3:2].CN(CCN(CCN(C)C)C)C.C([Li])CCC.CN([CH:38]=[O:39])C.